The task is: Predict which catalyst facilitates the given reaction.. This data is from Catalyst prediction with 721,799 reactions and 888 catalyst types from USPTO. (1) Reactant: CS(O[CH:6]([C:26]1[CH:31]=[C:30]([F:32])[CH:29]=[C:28]([C:33]#[N:34])[CH:27]=1)[CH2:7][C@@H:8]([O:18][Si:19]([C:22]([CH3:25])([CH3:24])[CH3:23])([CH3:21])[CH3:20])[CH2:9][NH:10][C:11]([O:13][C:14]([CH3:17])([CH3:16])[CH3:15])=[O:12])(=O)=O.[H-].[Na+]. Product: [Si:19]([O:18][C@H:8]1[CH2:9][N:10]([C:11]([O:13][C:14]([CH3:17])([CH3:16])[CH3:15])=[O:12])[CH:6]([C:26]2[CH:31]=[C:30]([F:32])[CH:29]=[C:28]([C:33]#[N:34])[CH:27]=2)[CH2:7]1)([C:22]([CH3:25])([CH3:24])[CH3:23])([CH3:21])[CH3:20]. The catalyst class is: 3. (2) Reactant: [NH2:1][C:2]1[CH:3]=[CH:4][C:5]([O:18][CH3:19])=[C:6]([NH:8][C:9](=[O:17])[CH2:10][N:11]2[CH2:16][CH2:15][O:14][CH2:13][CH2:12]2)[CH:7]=1.[CH3:20][C:21]1[CH:22]=[C:23]([C:27]2[CH:32]=[CH:31][C:30]([C:33](O)=[O:34])=[CH:29][CH:28]=2)[CH:24]=[CH:25][CH:26]=1.C(N(C(C)C)CC)(C)C. Product: [CH3:19][O:18][C:5]1[CH:4]=[CH:3][C:2]([NH:1][C:33]([C:30]2[CH:29]=[CH:28][C:27]([C:23]3[CH:24]=[CH:25][CH:26]=[C:21]([CH3:20])[CH:22]=3)=[CH:32][CH:31]=2)=[O:34])=[CH:7][C:6]=1[NH:8][C:9](=[O:17])[CH2:10][N:11]1[CH2:16][CH2:15][O:14][CH2:13][CH2:12]1. The catalyst class is: 3. (3) Reactant: [C:1]([O:5][C:6]([N:8]1[CH2:13][CH2:12][CH:11]([OH:14])[CH2:10][CH2:9]1)=[O:7])([CH3:4])([CH3:3])[CH3:2].[H-].[Na+].Cl[N:18]1[CH:23]=[CH:22][CH:21]=[N:20][CH2:19]1. Product: [CH:22]([O:5][CH:1]([CH3:3])[CH3:2])([CH3:23])[CH3:21].[N:18]1[CH:23]=[CH:22][CH:21]=[N:20][C:19]=1[O:14][CH:11]1[CH2:12][CH2:13][N:8]([C:6]([O:5][C:1]([CH3:4])([CH3:2])[CH3:3])=[O:7])[CH2:9][CH2:10]1. The catalyst class is: 7. (4) Reactant: Br[C:2]1[C:3]([CH3:12])=[N:4][N:5]([CH2:8][C:9]([O-:11])=[O:10])[C:6]=1[CH3:7].[NH2:13][C:14]1[C:19]2[C:20](=[O:40])[N:21]([C:25]3[CH:30]=[CH:29][C:28](B4OC(C)(C)C(C)(C)O4)=[CH:27][CH:26]=3)[CH2:22][CH2:23][O:24][C:18]=2[N:17]=[CH:16][N:15]=1.C([O-])([O-])=O.[K+].[K+]. Product: [NH2:13][C:14]1[C:19]2[C:20](=[O:40])[N:21]([C:25]3[CH:30]=[CH:29][C:28]([C:2]4[C:3]([CH3:12])=[N:4][N:5]([CH2:8][C:9]([OH:11])=[O:10])[C:6]=4[CH3:7])=[CH:27][CH:26]=3)[CH2:22][CH2:23][O:24][C:18]=2[N:17]=[CH:16][N:15]=1. The catalyst class is: 117. (5) Reactant: [Cl:1][C:2]1[CH:7]=[CH:6][CH:5]=[C:4]([Cl:8])[C:3]=1[OH:9].N1C=CC=CC=1.Cl[Si:17]([CH2:22][CH3:23])([CH2:20][CH3:21])[CH2:18][CH3:19].C(=O)([O-])O.[Na+]. Product: [Cl:1][C:2]1[CH:7]=[CH:6][CH:5]=[C:4]([Cl:8])[C:3]=1[O:9][Si:17]([CH2:22][CH3:23])([CH2:20][CH3:21])[CH2:18][CH3:19]. The catalyst class is: 7. (6) Reactant: [O:1]=[C:2]1[C@@H:6]2[CH2:7][N:8]([C@@H:10]([C:12]3[CH:17]=[CH:16][CH:15]=[CH:14][CH:13]=3)[CH3:11])[CH2:9][C@@H:5]2[CH2:4][N:3]1C(OC(C)(C)C)=O.FC(F)(F)C(O)=O. Product: [C:12]1([C@H:10]([N:8]2[CH2:9][C@@H:5]3[CH2:4][NH:3][C:2](=[O:1])[C@@H:6]3[CH2:7]2)[CH3:11])[CH:17]=[CH:16][CH:15]=[CH:14][CH:13]=1. The catalyst class is: 2. (7) Reactant: [NH:1]1[C:9]2[C:4](=[CH:5][CH:6]=[C:7]([NH:10][C:11]3[C:12]4[CH:29]=[CH:28][N:27](S(C5C=CC(C)=CC=5)(=O)=O)[C:13]=4[N:14]=[C:15]([NH:17][C:18]4[CH:26]=[CH:25][C:21]([C:22]([NH2:24])=[O:23])=[CH:20][CH:19]=4)[N:16]=3)[CH:8]=2)[CH:3]=[N:2]1.[OH-].[K+]. Product: [NH:1]1[C:9]2[C:4](=[CH:5][CH:6]=[C:7]([NH:10][C:11]3[C:12]4[CH:29]=[CH:28][NH:27][C:13]=4[N:14]=[C:15]([NH:17][C:18]4[CH:19]=[CH:20][C:21]([C:22]([NH2:24])=[O:23])=[CH:25][CH:26]=4)[N:16]=3)[CH:8]=2)[CH:3]=[N:2]1. The catalyst class is: 12. (8) Reactant: [F:1][C:2]([F:29])([C:22]1[CH:27]=[CH:26][C:25]([F:28])=[CH:24][CH:23]=1)[C:3]1[N:4]=[C:5]([NH:15][C:16]2[CH:20]=[C:19]([CH3:21])[NH:18][N:17]=2)[C:6]2[S:11][C:10](S(C)=O)=[N:9][C:7]=2[N:8]=1.[C-:30]#[N:31].[K+]. Product: [F:1][C:2]([F:29])([C:22]1[CH:27]=[CH:26][C:25]([F:28])=[CH:24][CH:23]=1)[C:3]1[N:4]=[C:5]([NH:15][C:16]2[CH:20]=[C:19]([CH3:21])[NH:18][N:17]=2)[C:6]2[S:11][C:10]([C:30]#[N:31])=[N:9][C:7]=2[N:8]=1. The catalyst class is: 44.